Task: Regression. Given a peptide amino acid sequence and an MHC pseudo amino acid sequence, predict their binding affinity value. This is MHC class I binding data.. Dataset: Peptide-MHC class I binding affinity with 185,985 pairs from IEDB/IMGT (1) The peptide sequence is TIEDDKIVTM. The MHC is HLA-A02:03 with pseudo-sequence HLA-A02:03. The binding affinity (normalized) is 0.0987. (2) The binding affinity (normalized) is 0.569. The MHC is HLA-A31:01 with pseudo-sequence HLA-A31:01. The peptide sequence is MVGLFSNNPH. (3) The MHC is HLA-A02:02 with pseudo-sequence HLA-A02:02. The binding affinity (normalized) is 0.332. The peptide sequence is FLRPVLKAM. (4) The peptide sequence is GVEVRYIDIT. The MHC is HLA-A02:01 with pseudo-sequence HLA-A02:01. The binding affinity (normalized) is 0.188.